This data is from Full USPTO retrosynthesis dataset with 1.9M reactions from patents (1976-2016). The task is: Predict the reactants needed to synthesize the given product. (1) The reactants are: [CH2:1]([C:4]1[CH:44]=[CH:43][CH:42]=[CH:41][C:5]=1[CH2:6][O:7][CH2:8][C:9]1[CH:40]=[C:12]2[N:13]=[C:14]([CH3:39])[C:15]([C@H:28]([O:34][C:35]([CH3:38])([CH3:37])[CH3:36])[C:29]([O:31][CH2:32][CH3:33])=[O:30])=[C:16]([N:17]3[CH2:22][CH2:21][C:20]([O:24][CH2:25][CH:26]=C)([CH3:23])[CH2:19][CH2:18]3)[N:11]2[N:10]=1)[CH:2]=C. Given the product [C:35]([O:34][C@@H:28]([C:15]1[C:14]([CH3:39])=[N:13][C:12]2=[CH:40][C:9]3=[N:10][N:11]2[C:16]=1[N:17]1[CH2:22][CH2:21][C:20]([CH3:23])([O:24][CH2:25][CH:26]=[CH:2][CH2:1][C:4]2[CH:44]=[CH:43][CH:42]=[CH:41][C:5]=2[CH2:6][O:7][CH2:8]3)[CH2:19][CH2:18]1)[C:29]([O:31][CH2:32][CH3:33])=[O:30])([CH3:36])([CH3:38])[CH3:37], predict the reactants needed to synthesize it. (2) Given the product [Cl:19][C:20]1[CH:28]=[C:27]([Cl:29])[CH:26]=[CH:25][C:21]=1[C:22]([N:8]([C:5]1[CH:6]=[CH:7][C:2]([Cl:1])=[C:3]([O:17][CH3:18])[CH:4]=1)[C:9]1[S:10][CH:11]=[C:12]([C:14]([OH:16])=[O:15])[N:13]=1)=[O:23], predict the reactants needed to synthesize it. The reactants are: [Cl:1][C:2]1[CH:7]=[CH:6][C:5]([NH:8][C:9]2[S:10][CH:11]=[C:12]([C:14]([OH:16])=[O:15])[N:13]=2)=[CH:4][C:3]=1[O:17][CH3:18].[Cl:19][C:20]1[CH:28]=[C:27]([Cl:29])[CH:26]=[CH:25][C:21]=1[C:22](Cl)=[O:23].C(=O)([O-])[O-].[K+].[K+]. (3) Given the product [Cl:1][C:2]1[C:3]([S:8][CH2:9][C:10]([N:22]2[C:23]3[C:18](=[CH:17][CH:16]=[CH:15][C:14]=3[CH3:13])[CH2:19][CH2:20][CH2:21]2)=[O:12])=[N:4][CH:5]=[CH:6][CH:7]=1, predict the reactants needed to synthesize it. The reactants are: [Cl:1][C:2]1[C:3]([S:8][CH2:9][C:10]([OH:12])=O)=[N:4][CH:5]=[CH:6][CH:7]=1.[CH3:13][C:14]1[CH:15]=[CH:16][CH:17]=[C:18]2[C:23]=1[NH:22][CH2:21][CH2:20][CH2:19]2.CCN=C=NCCCN(C)C. (4) Given the product [CH2:1]([O:3][C:4](=[O:21])[C:5]([CH3:6])([O:8][C:9]1[CH:14]=[CH:13][C:12]([O:15][CH2:16][C:17](=[O:19])[NH:59][C:55]2[CH:54]=[C:53]([C:50]3[CH:51]=[CH:52][C:47]([C:46]([F:45])([F:60])[F:61])=[CH:48][CH:49]=3)[CH:58]=[CH:57][CH:56]=2)=[CH:11][C:10]=1[CH3:20])[CH3:7])[CH3:2], predict the reactants needed to synthesize it. The reactants are: [CH2:1]([O:3][C:4](=[O:21])[C:5]([O:8][C:9]1[CH:14]=[CH:13][C:12]([O:15][CH2:16][C:17]([OH:19])=O)=[CH:11][C:10]=1[CH3:20])([CH3:7])[CH3:6])[CH3:2].C(OC(=O)C(OC1C=CC(O)=CC=1C)(C)C)C.ClCC(OC)=O.[F:45][C:46]([F:61])([F:60])[C:47]1[CH:52]=[CH:51][C:50]([C:53]2[CH:58]=[CH:57][CH:56]=[C:55]([NH2:59])[CH:54]=2)=[CH:49][CH:48]=1. (5) Given the product [Cl:1][C:2]1[C:14]([NH:15][CH2:16][C:17]2[CH:22]=[C:21]([C:23]3[CH:28]=[CH:27][CH:26]=[C:25]([F:29])[CH:24]=3)[CH:20]=[CH:19][C:18]=2[F:30])=[C:13]([Cl:31])[CH:12]=[CH:11][C:3]=1[O:4][CH2:5][C:6]([OH:8])=[O:7], predict the reactants needed to synthesize it. The reactants are: [Cl:1][C:2]1[C:14]([NH:15][CH2:16][C:17]2[CH:22]=[C:21]([C:23]3[CH:28]=[CH:27][CH:26]=[C:25]([F:29])[CH:24]=3)[CH:20]=[CH:19][C:18]=2[F:30])=[C:13]([Cl:31])[CH:12]=[CH:11][C:3]=1[O:4][CH2:5][C:6]([O:8]CC)=[O:7].O[Li].O.O. (6) Given the product [CH2:1]([O:4][N:5]=[C:6]1[CH2:10][N:9]([C:11]([NH:21][C:24]2[CH:29]=[CH:28][CH:27]=[C:26]([CH3:30])[CH:25]=2)=[O:13])[C@H:8]([C:18]([NH:35][CH2:34][CH2:33][O:32][CH3:31])=[O:20])[CH2:7]1)[CH:2]=[CH2:3], predict the reactants needed to synthesize it. The reactants are: [CH2:1]([O:4][N:5]=[C:6]1[CH2:10][N:9]([C:11]([O:13]C(C)(C)C)=O)[C@H:8]([C:18]([OH:20])=O)[CH2:7]1)[CH:2]=[CH2:3].[N:21]([C:24]1[CH:29]=[CH:28][CH:27]=[C:26]([CH3:30])[CH:25]=1)=C=O.[CH3:31][O:32][CH2:33][CH2:34][NH2:35].